From a dataset of Peptide-MHC class II binding affinity with 134,281 pairs from IEDB. Regression. Given a peptide amino acid sequence and an MHC pseudo amino acid sequence, predict their binding affinity value. This is MHC class II binding data. (1) The binding affinity (normalized) is 0.450. The MHC is DRB1_0801 with pseudo-sequence DRB1_0801. The peptide sequence is QRMFTREELIHFPEF. (2) The peptide sequence is FHKRDMRLLSLAVSSHHHHHH. The MHC is DRB4_0103 with pseudo-sequence DRB4_0103. The binding affinity (normalized) is 0.646. (3) The peptide sequence is EKKYVAATQFEPLAA. The MHC is HLA-DPA10301-DPB10402 with pseudo-sequence HLA-DPA10301-DPB10402. The binding affinity (normalized) is 0.913. (4) The peptide sequence is RLVEGVLAEIDDVCL. The MHC is DRB1_0405 with pseudo-sequence DRB1_0405. The binding affinity (normalized) is 0.471. (5) The peptide sequence is GSCVYNMMGKREKKLGE. The MHC is DRB1_1501 with pseudo-sequence DRB1_1501. The binding affinity (normalized) is 0.341. (6) The peptide sequence is KCKYPEGTKVTFHVE. The MHC is DRB3_0101 with pseudo-sequence DRB3_0101. The binding affinity (normalized) is 0.331. (7) The peptide sequence is SYVHVNGAKFIDTQN. The MHC is HLA-DQA10102-DQB10602 with pseudo-sequence HLA-DQA10102-DQB10602. The binding affinity (normalized) is 0.393.